Task: Predict the reactants needed to synthesize the given product.. Dataset: Full USPTO retrosynthesis dataset with 1.9M reactions from patents (1976-2016) (1) Given the product [Cl:1][C:2]1[N:6]2[CH:7]=[C:8]([C:15]3[CH:19]=[CH:18][O:17][CH:16]=3)[CH:9]=[C:10]([C:11]([F:12])([F:13])[F:14])[C:5]2=[N:4][C:3]=1[C:20]([N:67]1[CH2:68][CH:69]=[C:64]([C:59]2[C:58]([F:57])=[CH:63][CH:62]=[CH:61][N:60]=2)[CH2:65][CH2:66]1)=[O:21], predict the reactants needed to synthesize it. The reactants are: [Cl:1][C:2]1[N:6]2[CH:7]=[C:8]([C:15]3[CH:19]=[CH:18][O:17][CH:16]=3)[CH:9]=[C:10]([C:11]([F:14])([F:13])[F:12])[C:5]2=[N:4][C:3]=1[C:20](O)=[O:21].CN(C(ON1N=NC2C=CC=NC1=2)=[N+](C)C)C.F[P-](F)(F)(F)(F)F.CCN(C(C)C)C(C)C.Cl.[F:57][C:58]1[C:59]([C:64]2[CH2:65][CH2:66][NH:67][CH2:68][CH:69]=2)=[N:60][CH:61]=[CH:62][CH:63]=1. (2) Given the product [Cl:12][C:13]1[S:17][C:16]([C:18]([NH:4][C:3]2[CH:5]=[CH:6][CH:7]=[CH:8][C:2]=2[C:1]([O:10][CH3:11])=[O:9])=[O:19])=[CH:15][CH:14]=1, predict the reactants needed to synthesize it. The reactants are: [C:1]([O:10][CH3:11])(=[O:9])[C:2]1[C:3](=[CH:5][CH:6]=[CH:7][CH:8]=1)[NH2:4].[Cl:12][C:13]1[S:17][C:16]([C:18](Cl)=[O:19])=[CH:15][CH:14]=1.